This data is from Full USPTO retrosynthesis dataset with 1.9M reactions from patents (1976-2016). The task is: Predict the reactants needed to synthesize the given product. (1) Given the product [CH2:1]([C@H:8]1[N:13]([C:14]([C:16]2[CH:20]=[C:19]([CH3:21])[N:18]([C:22]3[CH:27]=[CH:26][CH:25]=[CH:24][CH:23]=3)[C:17]=2[C:28]2[CH:33]=[CH:32][CH:31]=[C:30]([OH:34])[CH:29]=2)=[O:15])[CH2:12][CH2:11][N:10]([C:42]([O:44][C:45]([CH3:48])([CH3:47])[CH3:46])=[O:43])[CH2:9]1)[C:2]1[CH:7]=[CH:6][CH:5]=[CH:4][CH:3]=1, predict the reactants needed to synthesize it. The reactants are: [CH2:1]([C@H:8]1[N:13]([C:14]([C:16]2[CH:20]=[C:19]([CH3:21])[N:18]([C:22]3[CH:27]=[CH:26][CH:25]=[CH:24][CH:23]=3)[C:17]=2[C:28]2[CH:33]=[CH:32][CH:31]=[C:30]([O:34]CC3C=CC=CC=3)[CH:29]=2)=[O:15])[CH2:12][CH2:11][N:10]([C:42]([O:44][C:45]([CH3:48])([CH3:47])[CH3:46])=[O:43])[CH2:9]1)[C:2]1[CH:7]=[CH:6][CH:5]=[CH:4][CH:3]=1. (2) Given the product [CH2:1]([O:8][C:9](=[O:17])[NH:10][C@@H:11]([C:12]1[N:15]=[C:18]([CH3:19])[O:14][N:13]=1)[CH3:16])[C:2]1[CH:3]=[CH:4][CH:5]=[CH:6][CH:7]=1, predict the reactants needed to synthesize it. The reactants are: [CH2:1]([O:8][C:9](=[O:17])[NH:10][C@H:11]([CH3:16])/[C:12](/[NH2:15])=[N:13]/[OH:14])[C:2]1[CH:7]=[CH:6][CH:5]=[CH:4][CH:3]=1.[C:18](N1C=CN=C1)(=O)[CH3:19].